Dataset: Peptide-MHC class I binding affinity with 185,985 pairs from IEDB/IMGT. Task: Regression. Given a peptide amino acid sequence and an MHC pseudo amino acid sequence, predict their binding affinity value. This is MHC class I binding data. The peptide sequence is LIRPKILSM. The MHC is HLA-B08:01 with pseudo-sequence HLA-B08:01. The binding affinity (normalized) is 1.00.